This data is from Full USPTO retrosynthesis dataset with 1.9M reactions from patents (1976-2016). The task is: Predict the reactants needed to synthesize the given product. (1) Given the product [F:31][C:32]([F:37])([F:36])[C:33]([OH:35])=[O:34].[F:18][C:15]1([F:17])[CH2:14][N:13]([C:19]([C:21]2[N:22]=[C:23]([CH:26]([CH3:28])[CH3:27])[S:24][CH:25]=2)=[O:20])[CH2:12][C:11]2([CH2:29][CH2:30][NH:8][CH2:9][CH2:10]2)[O:16]1, predict the reactants needed to synthesize it. The reactants are: C(OC([N:8]1[CH2:30][CH2:29][C:11]2([O:16][C:15]([F:18])([F:17])[CH2:14][N:13]([C:19]([C:21]3[N:22]=[C:23]([CH:26]([CH3:28])[CH3:27])[S:24][CH:25]=3)=[O:20])[CH2:12]2)[CH2:10][CH2:9]1)=O)(C)(C)C.[F:31][C:32]([F:37])([F:36])[C:33]([OH:35])=[O:34].C1(C)C=CC=CC=1. (2) Given the product [Cl:20][C:16]1[CH:15]=[C:14]([O:13][CH:11]2[CH2:10][CH:9]([OH:8])[CH2:12]2)[CH:19]=[CH:18][N:17]=1, predict the reactants needed to synthesize it. The reactants are: C([O:8][CH:9]1[CH2:12][CH:11]([O:13][C:14]2[CH:19]=[CH:18][N:17]=[C:16]([Cl:20])[CH:15]=2)[CH2:10]1)C1C=CC=CC=1.B(F)(F)F.S(C)C. (3) The reactants are: [C:1]([O:5][C:6](=[O:34])[NH:7][C@@H:8]1[C:14](=[O:15])[N:13]([CH2:16]C2C3C(=C(Br)C=CC=3)C=CC=2OC)[C:12]2[CH:30]=[CH:31][CH:32]=[CH:33][C:11]=2[NH:10][CH2:9]1)([CH3:4])([CH3:3])[CH3:2].C(OC(=O)N[C@@H]1C(=O)NC2C=CC=CC=2NC1)(C)(C)C.BrC[C:57]1[C:65]2[C:60](=[CH:61][CH:62]=[CH:63][CH:64]=2)[N:59]([C:66]2[CH:73]=[CH:72][CH:71]=[CH:70][C:67]=2[C:68]#[N:69])[N:58]=1. Given the product [C:1]([O:5][C:6](=[O:34])[NH:7][C@@H:8]1[C:14](=[O:15])[N:13]([CH2:16][C:57]2[C:65]3[C:60](=[CH:61][CH:62]=[CH:63][CH:64]=3)[N:59]([C:66]3[CH:73]=[CH:72][CH:71]=[CH:70][C:67]=3[C:68]#[N:69])[N:58]=2)[C:12]2[CH:30]=[CH:31][CH:32]=[CH:33][C:11]=2[NH:10][CH2:9]1)([CH3:2])([CH3:3])[CH3:4], predict the reactants needed to synthesize it. (4) The reactants are: [Cl:1][C:2]1[S:3][CH:4]=[CH:5][C:6]=1[C:7]1[CH:15]=[CH:14][C:10]([C:11]([OH:13])=O)=[CH:9][CH:8]=1.C1(N=C=NC2CCCCC2)CCCCC1.CN(C1C=CC=CN=1)C.[C:40]12([CH2:50][NH:51][C:52]3[CH:57]=[CH:56][C:55]([S:58]([NH:61]CC4C=CC(I)=CC=4)(=[O:60])=[O:59])=[CH:54][C:53]=3[N+:70]([O-:72])=[O:71])[CH2:49][CH:44]3[CH2:45][CH:46]([CH2:48][CH:42]([CH2:43]3)[CH2:41]1)[CH2:47]2.CC1C=CC(S(O)(=O)=O)=CC=1. Given the product [C:40]12([CH2:50][NH:51][C:52]3[CH:57]=[CH:56][C:55]([S:58]([NH:61][C:11](=[O:13])[C:10]4[CH:9]=[CH:8][C:7]([C:6]5[CH:5]=[CH:4][S:3][C:2]=5[Cl:1])=[CH:15][CH:14]=4)(=[O:60])=[O:59])=[CH:54][C:53]=3[N+:70]([O-:72])=[O:71])[CH2:49][CH:44]3[CH2:43][CH:42]([CH2:48][CH:46]([CH2:45]3)[CH2:47]1)[CH2:41]2, predict the reactants needed to synthesize it. (5) The reactants are: [C:1]1([CH2:11][C@@H:12]([C:14]([OH:16])=[O:15])[NH2:13])[C:10]2[C:5](=[CH:6][CH:7]=[CH:8][CH:9]=2)[CH:4]=[CH:3][CH:2]=1.[NH2:17][C@H:18]([C:22]([O:24][CH2:25][CH:26]=[CH2:27])=[O:23])[CH:19]([CH3:21])[CH3:20].[NH:28]([C:41]([O:43][CH2:44][C:45]1[CH:50]=[CH:49][CH:48]=[CH:47][CH:46]=1)=[O:42])[C@H:29]([C:38]([OH:40])=[O:39])[CH2:30][C:31](=[O:37])[O:32][C:33]([CH3:36])([CH3:35])[CH3:34].CN1CCOCC1.C(Cl)CCl. Given the product [NH:28]([C:41]([O:43][CH2:44][C:45]1[CH:50]=[CH:49][CH:48]=[CH:47][CH:46]=1)=[O:42])[C@H:29]([C:38]([OH:40])=[O:39])[CH2:30][C:31](=[O:37])[O:32][C:33]([CH3:36])([CH3:35])[CH3:34].[C:1]1([CH2:11][C@@H:12]([C:14]([OH:16])=[O:15])[NH2:13])[C:10]2[C:5](=[CH:6][CH:7]=[CH:8][CH:9]=2)[CH:4]=[CH:3][CH:2]=1.[NH2:17][C@H:18]([C:22]([O:24][CH2:25][CH:26]=[CH2:27])=[O:23])[CH:19]([CH3:21])[CH3:20], predict the reactants needed to synthesize it. (6) Given the product [F:13][C:12]([F:15])([F:14])[C:10]1[CH:9]=[CH:8][C:6]2[N:7]=[C:3]([C:2]([OH:21])=[O:18])[NH:4][C:5]=2[CH:11]=1, predict the reactants needed to synthesize it. The reactants are: Cl[C:2](Cl)(Cl)[C:3]1[NH:4][C:5]2[CH:11]=[C:10]([C:12]([F:15])([F:14])[F:13])[CH:9]=[CH:8][C:6]=2[N:7]=1.[OH-:18].[Na+].Cl.[OH2:21]. (7) Given the product [CH3:19][O:18][N:17]([CH3:16])[C:7](=[O:8])[C:6]1[CH:10]=[C:2]([CH3:1])[CH:3]=[N:4][CH:5]=1, predict the reactants needed to synthesize it. The reactants are: [CH3:1][C:2]1[CH:3]=[N:4][CH:5]=[C:6]([CH:10]=1)[C:7](O)=[O:8].O=S(Cl)Cl.Cl.[CH3:16][NH:17][O:18][CH3:19].C(N(CC)CC)C.